From a dataset of Retrosynthesis with 50K atom-mapped reactions and 10 reaction types from USPTO. Predict the reactants needed to synthesize the given product. (1) Given the product Brc1cccc(COc2cccc(Br)c2)c1, predict the reactants needed to synthesize it. The reactants are: BrCc1cccc(Br)c1.Oc1cccc(Br)c1. (2) Given the product CCCCCCCCCCS(=O)(=O)NC(=O)c1cnc(C(=O)NCC(=O)OCCCC)c(OC)c1, predict the reactants needed to synthesize it. The reactants are: CCCCCCCCCCS(=O)(=O)NC(=O)c1cnc(C(=O)O)c(OC)c1.CCCCOC(=O)CN. (3) Given the product COC(=O)c1sc(NC(=O)[C@@H]2CCCN2C(=O)OCc2ccccc2)nc1-c1ccc(C(=O)NC2CC2)cc1, predict the reactants needed to synthesize it. The reactants are: COC(=O)c1sc(N)nc1-c1ccc(C(=O)NC2CC2)cc1.O=C(O)[C@@H]1CCCN1C(=O)OCc1ccccc1. (4) Given the product CCN1CCCC1CNC(=O)c1nc(NC)sc1-c1ccncc1, predict the reactants needed to synthesize it. The reactants are: CCN1CCCC1CN.CCOC(=O)c1nc(NC)sc1-c1ccncc1. (5) The reactants are: ClC(c1ccccc1)(c1ccccc1)c1ccccc1.c1ccc(-c2nnn[nH]2)cc1. Given the product c1ccc(-c2nnnn2C(c2ccccc2)(c2ccccc2)c2ccccc2)cc1, predict the reactants needed to synthesize it. (6) Given the product CCn1ncc2c(Nc3cc(C)[nH]n3)nc(S(=O)(=O)c3ccc(F)cc3)nc21, predict the reactants needed to synthesize it. The reactants are: CCn1ncc2c(Cl)nc(S(=O)(=O)c3ccc(F)cc3)nc21.Cc1cc(N)n[nH]1. (7) Given the product CCn1cc(C(=O)Nc2ccc(Oc3ccnc4c(OC)cc(OC)cc34)cc2)c(=O)n(-c2ccc(F)cc2)c1=O, predict the reactants needed to synthesize it. The reactants are: CCn1cc(C(=O)O)c(=O)n(-c2ccc(F)cc2)c1=O.COc1cc(OC)c2nccc(Oc3ccc(N)cc3)c2c1. (8) Given the product O=C(Nc1ccc([N+](=O)[O-])cc1)Oc1ccc2c(c1)CCN2Cc1ccccc1, predict the reactants needed to synthesize it. The reactants are: O=C=Nc1ccc([N+](=O)[O-])cc1.Oc1ccc2c(c1)CCN2Cc1ccccc1.